From a dataset of Merck oncology drug combination screen with 23,052 pairs across 39 cell lines. Regression. Given two drug SMILES strings and cell line genomic features, predict the synergy score measuring deviation from expected non-interaction effect. (1) Drug 1: CN1C(=O)C=CC2(C)C3CCC4(C)C(NC(=O)OCC(F)(F)F)CCC4C3CCC12. Drug 2: CCN(CC)CCNC(=O)c1c(C)[nH]c(C=C2C(=O)Nc3ccc(F)cc32)c1C. Cell line: HT144. Synergy scores: synergy=7.89. (2) Drug 1: CS(=O)(=O)CCNCc1ccc(-c2ccc3ncnc(Nc4ccc(OCc5cccc(F)c5)c(Cl)c4)c3c2)o1. Drug 2: NC1CCCCC1N.O=C(O)C(=O)O.[Pt+2]. Cell line: LOVO. Synergy scores: synergy=-2.93. (3) Drug 1: CN(Cc1cnc2nc(N)nc(N)c2n1)c1ccc(C(=O)NC(CCC(=O)O)C(=O)O)cc1. Drug 2: CCN(CC)CCNC(=O)c1c(C)[nH]c(C=C2C(=O)Nc3ccc(F)cc32)c1C. Cell line: SKOV3. Synergy scores: synergy=4.86. (4) Drug 1: O=S1(=O)NC2(CN1CC(F)(F)F)C1CCC2Cc2cc(C=CCN3CCC(C(F)(F)F)CC3)ccc2C1. Drug 2: Cc1nc(Nc2ncc(C(=O)Nc3c(C)cccc3Cl)s2)cc(N2CCN(CCO)CC2)n1. Cell line: OCUBM. Synergy scores: synergy=14.1.